From a dataset of CYP2C19 inhibition data for predicting drug metabolism from PubChem BioAssay. Regression/Classification. Given a drug SMILES string, predict its absorption, distribution, metabolism, or excretion properties. Task type varies by dataset: regression for continuous measurements (e.g., permeability, clearance, half-life) or binary classification for categorical outcomes (e.g., BBB penetration, CYP inhibition). Dataset: cyp2c19_veith. The drug is CC(=O)NS(=O)(=O)c1ccc(NC(=O)NC2CCCCC2)cc1. The result is 0 (non-inhibitor).